Task: Regression. Given two drug SMILES strings and cell line genomic features, predict the synergy score measuring deviation from expected non-interaction effect.. Dataset: NCI-60 drug combinations with 297,098 pairs across 59 cell lines (1) Drug 1: CC1C(C(CC(O1)OC2CC(CC3=C2C(=C4C(=C3O)C(=O)C5=C(C4=O)C(=CC=C5)OC)O)(C(=O)CO)O)N)O.Cl. Drug 2: CN(C(=O)NC(C=O)C(C(C(CO)O)O)O)N=O. Cell line: SK-OV-3. Synergy scores: CSS=1.99, Synergy_ZIP=-1.75, Synergy_Bliss=-2.43, Synergy_Loewe=-37.6, Synergy_HSA=-1.87. (2) Drug 1: CC12CCC(CC1=CCC3C2CCC4(C3CC=C4C5=CN=CC=C5)C)O. Drug 2: CCN(CC)CCNC(=O)C1=C(NC(=C1C)C=C2C3=C(C=CC(=C3)F)NC2=O)C. Cell line: K-562. Synergy scores: CSS=25.9, Synergy_ZIP=-2.17, Synergy_Bliss=4.64, Synergy_Loewe=2.64, Synergy_HSA=2.81. (3) Drug 1: CC(CN1CC(=O)NC(=O)C1)N2CC(=O)NC(=O)C2. Drug 2: CC1=C(C(=O)C2=C(C1=O)N3CC4C(C3(C2COC(=O)N)OC)N4)N. Cell line: OVCAR-5. Synergy scores: CSS=29.7, Synergy_ZIP=-11.3, Synergy_Bliss=-7.79, Synergy_Loewe=-8.57, Synergy_HSA=-4.36. (4) Drug 1: C1C(C(OC1N2C=NC3=C(N=C(N=C32)Cl)N)CO)O. Drug 2: C1C(C(OC1N2C=NC3=C2NC=NCC3O)CO)O. Cell line: SK-MEL-28. Synergy scores: CSS=28.2, Synergy_ZIP=-4.59, Synergy_Bliss=-10.0, Synergy_Loewe=-18.2, Synergy_HSA=-10.0. (5) Synergy scores: CSS=13.9, Synergy_ZIP=-1.45, Synergy_Bliss=5.39, Synergy_Loewe=0.134, Synergy_HSA=0.529. Drug 2: C(CCl)NC(=O)N(CCCl)N=O. Drug 1: CC1C(C(=O)NC(C(=O)N2CCCC2C(=O)N(CC(=O)N(C(C(=O)O1)C(C)C)C)C)C(C)C)NC(=O)C3=C4C(=C(C=C3)C)OC5=C(C(=O)C(=C(C5=N4)C(=O)NC6C(OC(=O)C(N(C(=O)CN(C(=O)C7CCCN7C(=O)C(NC6=O)C(C)C)C)C)C(C)C)C)N)C. Cell line: HCT-15. (6) Drug 1: C(CC(=O)O)C(=O)CN.Cl. Drug 2: C1CCC(C(C1)N)N.C(=O)(C(=O)[O-])[O-].[Pt+4]. Cell line: IGROV1. Synergy scores: CSS=16.6, Synergy_ZIP=-8.68, Synergy_Bliss=-6.44, Synergy_Loewe=-34.0, Synergy_HSA=-4.44. (7) Drug 1: CC1=C(C=C(C=C1)NC(=O)C2=CC=C(C=C2)CN3CCN(CC3)C)NC4=NC=CC(=N4)C5=CN=CC=C5. Drug 2: C(CC(=O)O)C(=O)CN.Cl. Cell line: SNB-75. Synergy scores: CSS=7.83, Synergy_ZIP=-2.08, Synergy_Bliss=0.222, Synergy_Loewe=-0.448, Synergy_HSA=-0.261.